Dataset: Catalyst prediction with 721,799 reactions and 888 catalyst types from USPTO. Task: Predict which catalyst facilitates the given reaction. (1) Reactant: [OH:1][C:2]1[CH:7]=[CH:6][C:5]([CH:8]2[CH2:13][CH2:12][C:11](=[CH:14][C:15]([O:17][CH2:18][CH3:19])=[O:16])[CH2:10][CH2:9]2)=[CH:4][CH:3]=1. Product: [OH:1][C:2]1[CH:3]=[CH:4][C:5]([CH:8]2[CH2:9][CH2:10][CH:11]([CH2:14][C:15]([O:17][CH2:18][CH3:19])=[O:16])[CH2:12][CH2:13]2)=[CH:6][CH:7]=1. The catalyst class is: 78. (2) The catalyst class is: 7. Reactant: Br[C:2]1[CH:7]=[CH:6][CH:5]=[C:4]([CH2:8][O:9][CH2:10][O:11][CH3:12])[N:3]=1.CCCCCC.C([Li])CCC.[CH2:24]([Sn:28](Cl)([CH2:33][CH2:34][CH2:35][CH3:36])[CH2:29][CH2:30][CH2:31][CH3:32])[CH2:25][CH2:26][CH3:27].O. Product: [CH3:12][O:11][CH2:10][O:9][CH2:8][C:4]1[CH:5]=[CH:6][CH:7]=[C:2]([Sn:28]([CH2:29][CH2:30][CH2:31][CH3:32])([CH2:33][CH2:34][CH2:35][CH3:36])[CH2:24][CH2:25][CH2:26][CH3:27])[N:3]=1.